Dataset: Full USPTO retrosynthesis dataset with 1.9M reactions from patents (1976-2016). Task: Predict the reactants needed to synthesize the given product. Given the product [Cl:1][C:2]1[C:12]2[CH2:11][CH2:10][NH:9][CH2:8][CH2:7][C:6]=2[N:5]=[CH:4][N:3]=1, predict the reactants needed to synthesize it. The reactants are: [Cl:1][C:2]1[C:12]2[CH2:11][CH2:10][N:9](C(OC(C)(C)C)=O)[CH2:8][CH2:7][C:6]=2[N:5]=[CH:4][N:3]=1.Cl.